Dataset: Catalyst prediction with 721,799 reactions and 888 catalyst types from USPTO. Task: Predict which catalyst facilitates the given reaction. (1) Reactant: [Si:1]([O:8][C@@H:9]1[C@@:29]2([CH3:30])[C:13](=[CH:14][CH:15]=[C:16]3[C@@H:28]2[CH2:27][CH2:26][C@@:25]2([CH3:31])[C@H:17]3[CH2:18][CH:19]=[C:20]2[C:21]([OH:24])([CH3:23])[CH3:22])[CH2:12][C@@H:11]([O:32][Si:33]([C:36]([CH3:39])([CH3:38])[CH3:37])([CH3:35])[CH3:34])[CH2:10]1)([C:4]([CH3:7])([CH3:6])[CH3:5])([CH3:3])[CH3:2].Br/[CH:41]=[CH:42]/[CH2:43][C:44]([O:47][Si:48]([CH2:53][CH3:54])([CH2:51][CH3:52])[CH2:49][CH3:50])([CH3:46])[CH3:45].[H-].[Na+].C1OCCOCCOCCOCCOC1. Product: [Si:1]([O:8][C@@H:9]1[C@@:29]2([CH3:30])[C:13](=[CH:14][CH:15]=[C:16]3[C@@H:28]2[CH2:27][CH2:26][C@@:25]2([CH3:31])[C@H:17]3[CH2:18][CH:19]=[C:20]2[C:21]([O:24]/[CH:41]=[CH:42]/[CH2:43][C:44]([O:47][Si:48]([CH2:49][CH3:50])([CH2:51][CH3:52])[CH2:53][CH3:54])([CH3:45])[CH3:46])([CH3:23])[CH3:22])[CH2:12][C@@H:11]([O:32][Si:33]([C:36]([CH3:39])([CH3:38])[CH3:37])([CH3:34])[CH3:35])[CH2:10]1)([C:4]([CH3:7])([CH3:6])[CH3:5])([CH3:3])[CH3:2]. The catalyst class is: 7. (2) Reactant: [Cl:1][C:2]1[N:11]=[C:10](Cl)[C:9]2[C:4](=[C:5]3[CH:15]=[CH:14][N:13]([CH3:16])[C:6]3=[CH:7][CH:8]=2)[N:3]=1.[NH:17]1[CH2:22][CH2:21][O:20][CH2:19][CH2:18]1.C(N(CC)CC)C. Product: [CH3:16][N:13]1[C:6]2=[CH:7][CH:8]=[C:9]3[C:4]([N:3]=[C:2]([Cl:1])[N:11]=[C:10]3[N:17]3[CH2:22][CH2:21][O:20][CH2:19][CH2:18]3)=[C:5]2[CH:15]=[CH:14]1. The catalyst class is: 22. (3) Reactant: [CH3:1][C:2]1([CH3:22])[CH2:11][CH2:10][C:9]([CH3:13])([CH3:12])[C:8]2[CH:7]=[C:6]([CH:14]=[O:15])[CH:5]=[C:4]([O:16][CH2:17][CH2:18][O:19][CH2:20][CH3:21])[C:3]1=2.[C:23]([Mg]Br)#[CH:24]. Product: [CH3:1][C:2]1([CH3:22])[CH2:11][CH2:10][C:9]([CH3:12])([CH3:13])[C:8]2[CH:7]=[C:6]([CH:14]([OH:15])[C:23]#[CH:24])[CH:5]=[C:4]([O:16][CH2:17][CH2:18][O:19][CH2:20][CH3:21])[C:3]1=2. The catalyst class is: 1. (4) Reactant: [CH2:1]([NH:8][CH:9]1[CH2:14][CH2:13][N:12](C(OC(C)(C)C)=O)[CH2:11][C:10]1([F:23])[F:22])[C:2]1[CH:7]=[CH:6][CH:5]=[CH:4][CH:3]=1.Cl.O1CCOCC1. Product: [CH2:1]([NH:8][CH:9]1[CH2:14][CH2:13][NH:12][CH2:11][C:10]1([F:23])[F:22])[C:2]1[CH:3]=[CH:4][CH:5]=[CH:6][CH:7]=1. The catalyst class is: 5. (5) Reactant: Br[C:2]1[CH:7]=[CH:6][N:5]=[C:4]2[N:8]([CH3:22])[C:9]([CH3:21])=[C:10]([C:11]3[CH:19]=[C:18]4[C:14]([CH2:15][CH2:16][N:17]4[CH3:20])=[CH:13][CH:12]=3)[C:3]=12.[CH3:23][N:24]1[CH:28]=[CH:27][C:26]([S:29]([NH2:32])(=[O:31])=[O:30])=[N:25]1.C(=O)([O-])[O-].[Cs+].[Cs+].CN(C)C1C=CC=CC=1C1C=CC=CC=1P(C1CCCCC1)C1CCCCC1. Product: [CH3:22][N:8]1[C:4]2=[N:5][CH:6]=[CH:7][C:2]([NH:32][S:29]([C:26]3[CH:27]=[CH:28][N:24]([CH3:23])[N:25]=3)(=[O:31])=[O:30])=[C:3]2[C:10]([C:11]2[CH:19]=[C:18]3[C:14]([CH2:15][CH2:16][N:17]3[CH3:20])=[CH:13][CH:12]=2)=[C:9]1[CH3:21]. The catalyst class is: 62. (6) Reactant: [C:1](Cl)(=[O:4])[O:2][CH3:3].[NH2:6][CH2:7][CH2:8][O:9][CH:10]([C:21]1[CH:22]=[C:23]([CH3:27])[CH:24]=[CH:25][CH:26]=1)[C:11]1[CH:12]=[C:13]([CH:18]=[CH:19][CH:20]=1)[C:14]([O:16][CH3:17])=[O:15].CCN(CC)CC.O. Product: [CH3:3][O:2][C:1]([NH:6][CH2:7][CH2:8][O:9][CH:10]([C:21]1[CH:22]=[C:23]([CH3:27])[CH:24]=[CH:25][CH:26]=1)[C:11]1[CH:12]=[C:13]([CH:18]=[CH:19][CH:20]=1)[C:14]([O:16][CH3:17])=[O:15])=[O:4]. The catalyst class is: 76. (7) Reactant: C[N+]1([O-])CC[O:5]CC1.[CH2:9]([O:12][C@H:13]1[CH2:17][N:16]([C:18]([O:20][C:21]([CH3:24])([CH3:23])[CH3:22])=[O:19])[C@@H:15]([C:25]([O:27][CH3:28])=[O:26])[CH2:14]1)[CH:10]=[CH2:11].C(O)(C)(C)C.S([O-])([O-])=O.[Na+].[Na+].[OH2:40]. Product: [OH:40][CH:10]([CH2:11][OH:5])[CH2:9][O:12][C@H:13]1[CH2:17][N:16]([C:18]([O:20][C:21]([CH3:22])([CH3:23])[CH3:24])=[O:19])[C@@H:15]([C:25]([O:27][CH3:28])=[O:26])[CH2:14]1. The catalyst class is: 21. (8) Reactant: [CH:1]1([C:4]2[CH:8]=[C:7](N)[S:6][N:5]=2)[CH2:3][CH2:2]1.S(=O)(=O)(O)O.N([O-])=O.[Na+].[I-:19].[K+].C(=O)([O-])[O-].[K+].[K+]. Product: [CH:1]1([C:4]2[CH:8]=[C:7]([I:19])[S:6][N:5]=2)[CH2:3][CH2:2]1. The catalyst class is: 69. (9) Reactant: [CH3:1][N:2]1[CH2:15][CH2:14][C:5]2[NH:6][C:7]3[CH:8]=[CH:9][C:10]([CH3:13])=[CH:11][C:12]=3[C:4]=2[CH2:3]1.Br[C:17]1[S:18][CH:19]=[CH:20][CH:21]=1.[O-]P([O-])([O-])=O.[K+].[K+].[K+].N1CCC[C@H]1C(O)=O. Product: [CH3:1][N:2]1[CH2:15][CH2:14][C:5]2[N:6]([C:17]3[S:18][CH:19]=[CH:20][CH:21]=3)[C:7]3[CH:8]=[CH:9][C:10]([CH3:13])=[CH:11][C:12]=3[C:4]=2[CH2:3]1. The catalyst class is: 580.